Dataset: HIV replication inhibition screening data with 41,000+ compounds from the AIDS Antiviral Screen. Task: Binary Classification. Given a drug SMILES string, predict its activity (active/inactive) in a high-throughput screening assay against a specified biological target. The drug is CC(=O)OC12c3ccccc3-c3ccccc3C1C1C(=O)OC(=O)C12. The result is 0 (inactive).